Dataset: Catalyst prediction with 721,799 reactions and 888 catalyst types from USPTO. Task: Predict which catalyst facilitates the given reaction. (1) Reactant: Br[C:2]1[CH:7]=[C:6]([C:8]2([C:11]([F:14])([F:13])[F:12])[CH2:10][CH2:9]2)[CH:5]=[C:4]([Br:15])[CH:3]=1.[Li]CCCC.Cl[C:22]([O:24][CH3:25])=[O:23]. Product: [Br:15][C:4]1[CH:3]=[C:2]([CH:7]=[C:6]([C:8]2([C:11]([F:14])([F:13])[F:12])[CH2:10][CH2:9]2)[CH:5]=1)[C:22]([O:24][CH3:25])=[O:23]. The catalyst class is: 1. (2) Reactant: [Si]([O:8][C@H:9]([C:31]1[CH:40]=[CH:39][C:38]([OH:41])=[C:37]2[C:32]=1[CH:33]=[CH:34][C:35](=[O:42])[NH:36]2)[CH2:10][NH:11][CH2:12][C:13]1([OH:30])[CH2:18][CH2:17][N:16]([CH2:19][CH2:20][O:21][CH2:22][CH2:23][C:24]2[CH:29]=[CH:28][CH:27]=[CH:26][CH:25]=2)[CH2:15][CH2:14]1)(C(C)(C)C)(C)C.F.F.F.C(N(CC)CC)C. Product: [OH:41][C:38]1[CH:39]=[CH:40][C:31]([C@@H:9]([OH:8])[CH2:10][NH:11][CH2:12][C:13]2([OH:30])[CH2:18][CH2:17][N:16]([CH2:19][CH2:20][O:21][CH2:22][CH2:23][C:24]3[CH:25]=[CH:26][CH:27]=[CH:28][CH:29]=3)[CH2:15][CH2:14]2)=[C:32]2[C:37]=1[NH:36][C:35](=[O:42])[CH:34]=[CH:33]2. The catalyst class is: 1. (3) Reactant: F[C:2]1[CH:7]=[CH:6][C:5]([F:8])=[CH:4][C:3]=1[NH2:9].CCO[C:13]([S-:15])=[S:14].[K+].Cl. Product: [F:8][C:5]1[CH:6]=[CH:7][C:2]2[S:14][C:13]([SH:15])=[N:9][C:3]=2[CH:4]=1. The catalyst class is: 3. (4) Reactant: [H-].[Na+].[F:3][C:4]1[CH:5]=[C:6]([C@@:11]2([CH3:22])[NH:20][C:19](=[O:21])[C:14]3([CH2:18][CH2:17][CH2:16][CH2:15]3)[NH:13][CH2:12]2)[CH:7]=[C:8]([F:10])[CH:9]=1.[CH2:23](Br)[C:24]#[CH:25]. Product: [F:3][C:4]1[CH:5]=[C:6]([C@@:11]2([CH3:22])[N:20]([CH2:25][C:24]#[CH:23])[C:19](=[O:21])[C:14]3([CH2:15][CH2:16][CH2:17][CH2:18]3)[NH:13][CH2:12]2)[CH:7]=[C:8]([F:10])[CH:9]=1. The catalyst class is: 3. (5) Reactant: [CH:1]([N:4]1[CH2:11][C@@H:10]([CH3:12])[C@H:9]([CH2:13][N:14]([CH3:22])[C:15](=[O:21])[O:16][C:17]([CH3:20])([CH3:19])[CH3:18])[O:8][C:7]2[C:23]([N+:27]([O-])=O)=[CH:24][CH:25]=[CH:26][C:6]=2[C:5]1=[O:30])([CH3:3])[CH3:2]. Product: [NH2:27][C:23]1[C:7]2[O:8][C@@H:9]([CH2:13][N:14]([CH3:22])[C:15](=[O:21])[O:16][C:17]([CH3:18])([CH3:20])[CH3:19])[C@H:10]([CH3:12])[CH2:11][N:4]([CH:1]([CH3:3])[CH3:2])[C:5](=[O:30])[C:6]=2[CH:26]=[CH:25][CH:24]=1. The catalyst class is: 50. (6) Reactant: [CH3:1][O:2][C:3]1[CH:8]=[CH:7][C:6](B(O)O)=[CH:5][CH:4]=1.Br[C:13]1[N:14]=[CH:15][S:16][CH:17]=1.C(=O)([O-])[O-].[Cs+].[Cs+].O1CCOCC1. Product: [CH3:1][O:2][C:3]1[CH:8]=[CH:7][C:6]([C:15]2[S:16][CH:17]=[CH:13][N:14]=2)=[CH:5][CH:4]=1. The catalyst class is: 189. (7) Reactant: [CH3:1][C:2]1[CH:7]=[CH:6][CH:5]=[CH:4][C:3]=1[C:8]1[C:9]2[C:13]([CH:14]=[CH:15][CH:16]=1)=[N:12][N:11]1[C:17]([CH:22]3[CH2:27][CH2:26][N:25](C(OC(C)(C)C)=O)[CH2:24][CH2:23]3)=[CH:18][C:19](=[O:21])[NH:20][C:10]=21.[ClH:35]. Product: [ClH:35].[CH3:1][C:2]1[CH:7]=[CH:6][CH:5]=[CH:4][C:3]=1[C:8]1[C:9]2[C:13]([CH:14]=[CH:15][CH:16]=1)=[N:12][N:11]1[C:17]([CH:22]3[CH2:27][CH2:26][NH:25][CH2:24][CH2:23]3)=[CH:18][C:19](=[O:21])[NH:20][C:10]=21. The catalyst class is: 12.